Task: Predict the reaction yield, written as a fraction of the theoretical maximum amount of product (1.0 means a 100% yield; for example, 0.34 means a 34% yield).. Dataset: Reaction yield outcomes from USPTO patents with 853,638 reactions (1) The reactants are [CH2:1]([O:3][C:4]1[C:12]([O:13][CH3:14])=[CH:11][CH:10]=[CH:9][C:5]=1[CH2:6]CN)[CH3:2].[CH3:15][NH:16]CC1C=CC2C(=CC=CC=2)C=1CCC.[ClH:31].[N:32]1([CH2:38][CH2:39][CH2:40][N:41]2[CH2:46][C:45]3[CH:47]=[C:48](/[CH:51]=[CH:52]/[C:53]([OH:55])=O)[CH:49]=[N:50][C:44]=3[NH:43][C:42]2=[O:56])[CH2:37][CH2:36][O:35][CH2:34][CH2:33]1. No catalyst specified. The product is [ClH:31].[CH2:1]([O:3][C:4]1[C:12]([O:13][CH3:14])=[CH:11][CH:10]=[CH:9][C:5]=1[CH2:6][N:16]([CH3:15])[C:53](=[O:55])/[CH:52]=[CH:51]/[C:48]1[CH:49]=[N:50][C:44]2[NH:43][C:42](=[O:56])[N:41]([CH2:40][CH2:39][CH2:38][N:32]3[CH2:37][CH2:36][O:35][CH2:34][CH2:33]3)[CH2:46][C:45]=2[CH:47]=1)[CH3:2]. The yield is 0.620. (2) The reactants are [CH3:1][O:2][C:3](=[O:15])[C:4]1[CH:13]=[CH:12][C:11](Br)=[C:6]([C:7]([O:9][CH3:10])=[O:8])[CH:5]=1.[Cu][C:17]#[N:18].[Cl-].[NH4+]. The catalyst is CN(C=O)C. The product is [CH3:1][O:2][C:3](=[O:15])[C:4]1[CH:13]=[CH:12][C:11]([C:17]#[N:18])=[C:6]([C:7]([O:9][CH3:10])=[O:8])[CH:5]=1. The yield is 0.800. (3) The reactants are C([O-])(O)=O.[Na+].[NH2:6][C@@H:7]([C:11]([OH:13])=[O:12])[C@H:8]([CH3:10])[OH:9].Cl[C:15]([O:17][CH2:18][CH2:19][CH2:20][CH2:21][CH3:22])=[O:16]. The catalyst is C1COCC1.O.[Br-].C([N+](CCCC)(CCCC)CCCC)CCC. The product is [OH:9][C@@H:8]([CH3:10])[C@@H:7]([NH:6][C:15]([O:17][CH2:18][CH2:19][CH2:20][CH2:21][CH3:22])=[O:16])[C:11]([OH:13])=[O:12]. The yield is 0.900. (4) The reactants are C(P(C(C)(C)C)C1C=CC=CC=1C1C(C(C)C)=CC(C(C)C)=CC=1C(C)C)(C)(C)C.Br[C:32]1[N:33]=[C:34]2[CH:40]=[CH:39][N:38]([S:41]([C:44]3[CH:50]=[CH:49][C:47]([CH3:48])=[CH:46][CH:45]=3)(=[O:43])=[O:42])[C:35]2=[N:36][CH:37]=1.[C:51](=[O:58])([O:53][C:54]([CH3:57])([CH3:56])[CH3:55])[NH2:52].CC([O-])(C)C.[Na+]. The catalyst is C1C=CC(/C=C/C(/C=C/C2C=CC=CC=2)=O)=CC=1.C1C=CC(/C=C/C(/C=C/C2C=CC=CC=2)=O)=CC=1.C1C=CC(/C=C/C(/C=C/C2C=CC=CC=2)=O)=CC=1.[Pd].[Pd].O1CCOCC1. The product is [S:41]([N:38]1[C:35]2=[N:36][CH:37]=[C:32]([NH:52][C:51](=[O:58])[O:53][C:54]([CH3:57])([CH3:56])[CH3:55])[N:33]=[C:34]2[CH:40]=[CH:39]1)([C:44]1[CH:50]=[CH:49][C:47]([CH3:48])=[CH:46][CH:45]=1)(=[O:43])=[O:42]. The yield is 0.180. (5) The reactants are [F:1][C:2]1[CH:3]=[C:4]([CH:8]=[CH:9][CH:10]=1)[C:5]([OH:7])=[O:6].CN(CCN(C)C)C.[Li]C(CC)C.[Cl:24]C(Cl)(Cl)C(Cl)(Cl)Cl. The catalyst is C1COCC1. The product is [Cl:24][C:3]1[C:2]([F:1])=[CH:10][CH:9]=[CH:8][C:4]=1[C:5]([OH:7])=[O:6]. The yield is 0.740. (6) The reactants are Cl[C:2]1[N:7]=[C:6]([NH:8][CH3:9])[N:5]=[C:4]([NH:10][CH2:11][C:12]#[CH:13])[N:3]=1.[CH2:14]([CH:16]([NH2:19])[CH2:17][CH3:18])[CH3:15].C(NC1N=C(NC)N=C(NCC#C)N=1)C. No catalyst specified. The product is [CH2:14]([CH:16]([NH:19][C:2]1[N:7]=[C:6]([NH:8][CH3:9])[N:5]=[C:4]([NH:10][CH2:11][C:12]#[CH:13])[N:3]=1)[CH2:17][CH3:18])[CH3:15]. The yield is 0.890. (7) The reactants are C1(P(C2C=CC=CC=2)C2C=CC=CC=2)C=CC=CC=1.[Br:20]Br.[Cl:22][C:23]1[CH:28]=[CH:27][C:26]([CH2:29][CH2:30][CH2:31]O)=[CH:25][CH:24]=1. The catalyst is C(Cl)Cl. The product is [Br:20][CH2:31][CH2:30][CH2:29][C:26]1[CH:27]=[CH:28][C:23]([Cl:22])=[CH:24][CH:25]=1. The yield is 0.970.